From a dataset of Reaction yield outcomes from USPTO patents with 853,638 reactions. Predict the reaction yield, written as a fraction of the theoretical maximum amount of product (1.0 means a 100% yield; for example, 0.34 means a 34% yield). (1) The reactants are Cl.[CH3:2][NH:3][O:4][CH3:5].[Cl-].C[Al+]C.C(O[C:13]([CH:15]1[CH2:19][CH2:18][N:17]([CH2:20][C:21]2[CH:26]=[CH:25][CH:24]=[CH:23][CH:22]=2)[CH2:16]1)=[O:14])C.C(=O)([O-])[O-].[K+].[K+]. The catalyst is ClCCl. The product is [CH3:5][O:4][N:3]([CH3:2])[C:13]([CH:15]1[CH2:19][CH2:18][N:17]([CH2:20][C:21]2[CH:22]=[CH:23][CH:24]=[CH:25][CH:26]=2)[CH2:16]1)=[O:14]. The yield is 0.910. (2) The reactants are [CH3:1][NH:2][C:3]1[CH:8]=[C:7]([N:9]2[CH2:14][CH2:13][N:12]([CH3:15])[CH2:11][CH2:10]2)[C:6]([N+:16]([O-])=O)=[CH:5][N:4]=1. The catalyst is CO.[Pd]. The product is [CH3:1][NH:2][C:3]1[CH:8]=[C:7]([N:9]2[CH2:14][CH2:13][N:12]([CH3:15])[CH2:11][CH2:10]2)[C:6]([NH2:16])=[CH:5][N:4]=1. The yield is 0.810.